This data is from Forward reaction prediction with 1.9M reactions from USPTO patents (1976-2016). The task is: Predict the product of the given reaction. (1) Given the reactants C([NH:8][C:9]1[C:19]([N+:20]([O-])=O)=[CH:18][C:12]([C:13]([O:15][CH2:16][CH3:17])=[O:14])=[C:11]([O:23][CH2:24][CH3:25])[CH:10]=1)C1C=CC=CC=1.C(O)C, predict the reaction product. The product is: [NH2:8][C:9]1[C:19]([NH2:20])=[CH:18][C:12]([C:13]([O:15][CH2:16][CH3:17])=[O:14])=[C:11]([O:23][CH2:24][CH3:25])[CH:10]=1. (2) Given the reactants [F:1][C:2]1[CH:3]=[C:4]([CH:6]=[C:7]([F:10])[C:8]=1[F:9])[NH2:5].[Cl:11][S:12]([C:15]1[CH:16]=[CH:17][C:18]([F:24])=[C:19]([CH:23]=1)[C:20](Cl)=[O:21])(=[O:14])=[O:13], predict the reaction product. The product is: [F:1][C:2]1[CH:3]=[C:4]([NH:5][C:20]([C:19]2[CH:23]=[C:15]([S:12]([Cl:11])(=[O:14])=[O:13])[CH:16]=[CH:17][C:18]=2[F:24])=[O:21])[CH:6]=[C:7]([F:10])[C:8]=1[F:9]. (3) The product is: [Br:13][CH2:14][C:15]([NH:6][C:3]1[CH:4]=[CH:5][O:1][N:2]=1)=[O:16]. Given the reactants [O:1]1[CH:5]=[CH:4][C:3]([NH2:6])=[N:2]1.C(=O)([O-])[O-].[K+].[K+].[Br:13][CH2:14][C:15](Cl)=[O:16], predict the reaction product. (4) Given the reactants Br[C:2]1[CH:7]=[CH:6][C:5]([NH:8][S:9]([C:12]2[CH:17]=[CH:16][CH:15]=[CH:14][CH:13]=2)(=[O:11])=[O:10])=[CH:4][C:3]=1[NH2:18].[B:19]1([B:19]2[O:23][C:22]([CH3:25])([CH3:24])[C:21]([CH3:27])([CH3:26])[O:20]2)[O:23][C:22]([CH3:25])([CH3:24])[C:21]([CH3:27])([CH3:26])[O:20]1.CC([O-])=O.[K+], predict the reaction product. The product is: [NH2:18][C:3]1[CH:4]=[C:5]([NH:8][S:9]([C:12]2[CH:17]=[CH:16][CH:15]=[CH:14][CH:13]=2)(=[O:11])=[O:10])[CH:6]=[CH:7][C:2]=1[B:19]1[O:23][C:22]([CH3:25])([CH3:24])[C:21]([CH3:27])([CH3:26])[O:20]1.